From a dataset of Full USPTO retrosynthesis dataset with 1.9M reactions from patents (1976-2016). Predict the reactants needed to synthesize the given product. Given the product [F:1][C:2]([F:7])([F:6])[C:3]([OH:5])=[O:4].[CH2:39]([S:36]([N:33]1[CH2:34][CH2:35][CH:30]([C:21]2[C:20]3[C:24](=[C:25]([C:27]([NH2:29])=[O:28])[CH:26]=[C:18]([C:15]4[CH:14]=[C:13]([CH2:12][N:10]([CH3:11])[CH2:8][C:9]5[CH:41]=[N:42][CH:43]=[CH:44][CH:2]=5)[S:17][CH:16]=4)[CH:19]=3)[NH:23][CH:22]=2)[CH2:31][CH2:32]1)(=[O:37])=[O:38])[CH3:40], predict the reactants needed to synthesize it. The reactants are: [F:1][C:2]([F:7])([F:6])[C:3]([OH:5])=[O:4].[CH2:8]([N:10]([CH2:12][C:13]1[S:17][CH:16]=[C:15]([C:18]2[CH:19]=[C:20]3[C:24](=[C:25]([C:27]([NH2:29])=[O:28])[CH:26]=2)[NH:23][CH:22]=[C:21]3[CH:30]2[CH2:35][CH2:34][N:33]([S:36]([CH2:39][CH3:40])(=[O:38])=[O:37])[CH2:32][CH2:31]2)[CH:14]=1)[CH3:11])[CH3:9].[CH3:41][NH:42][CH2:43][CH3:44].